From a dataset of NCI-60 drug combinations with 297,098 pairs across 59 cell lines. Regression. Given two drug SMILES strings and cell line genomic features, predict the synergy score measuring deviation from expected non-interaction effect. (1) Drug 1: CC1C(C(CC(O1)OC2CC(CC3=C2C(=C4C(=C3O)C(=O)C5=C(C4=O)C(=CC=C5)OC)O)(C(=O)CO)O)N)O.Cl. Drug 2: B(C(CC(C)C)NC(=O)C(CC1=CC=CC=C1)NC(=O)C2=NC=CN=C2)(O)O. Cell line: NCI-H226. Synergy scores: CSS=2.90, Synergy_ZIP=0.782, Synergy_Bliss=1.04, Synergy_Loewe=-5.73, Synergy_HSA=-5.01. (2) Drug 1: C1CN1P(=S)(N2CC2)N3CC3. Drug 2: CC1=C2C(C(=O)C3(C(CC4C(C3C(C(C2(C)C)(CC1OC(=O)C(C(C5=CC=CC=C5)NC(=O)OC(C)(C)C)O)O)OC(=O)C6=CC=CC=C6)(CO4)OC(=O)C)O)C)O. Cell line: OVCAR3. Synergy scores: CSS=5.97, Synergy_ZIP=0.00460, Synergy_Bliss=3.14, Synergy_Loewe=-1.12, Synergy_HSA=-1.52.